Dataset: Full USPTO retrosynthesis dataset with 1.9M reactions from patents (1976-2016). Task: Predict the reactants needed to synthesize the given product. (1) The reactants are: [CH2:1]([O:3][C:4]([CH2:6][CH2:7][N:8]([S:17]([C:20]1[CH:25]=[CH:24][C:23]([O:26][C:27]2[CH:32]=[CH:31][C:30]([F:33])=[CH:29][CH:28]=2)=[CH:22][CH:21]=1)(=[O:19])=[O:18])[C:9]1([C:14]([OH:16])=[O:15])[CH2:13][CH2:12][CH2:11][CH2:10]1)=[O:5])[CH3:2].[CH:34]1([NH:40][CH:41]2[CH2:46][CH2:45][CH2:44][CH2:43][CH2:42]2)[CH2:39][CH2:38][CH2:37][CH2:36][CH2:35]1. Given the product [CH:41]1([NH2+:40][CH:34]2[CH2:35][CH2:36][CH2:37][CH2:38][CH2:39]2)[CH2:42][CH2:43][CH2:44][CH2:45][CH2:46]1.[CH2:1]([O:3][C:4]([CH2:6][CH2:7][N:8]([S:17]([C:20]1[CH:21]=[CH:22][C:23]([O:26][C:27]2[CH:28]=[CH:29][C:30]([F:33])=[CH:31][CH:32]=2)=[CH:24][CH:25]=1)(=[O:19])=[O:18])[C:9]1([C:14]([O-:16])=[O:15])[CH2:13][CH2:12][CH2:11][CH2:10]1)=[O:5])[CH3:2], predict the reactants needed to synthesize it. (2) Given the product [CH3:16][O:15][CH2:14][CH2:13][O:12][C:9]1[CH:10]=[CH:11][C:6]([O:5][CH2:4][C:3]2[CH:17]=[C:18]([Cl:21])[CH:19]=[CH:20][C:2]=2[B:22]([OH:27])[OH:23])=[CH:7][CH:8]=1, predict the reactants needed to synthesize it. The reactants are: Br[C:2]1[CH:20]=[CH:19][C:18]([Cl:21])=[CH:17][C:3]=1[CH2:4][O:5][C:6]1[CH:11]=[CH:10][C:9]([O:12][CH2:13][CH2:14][O:15][CH3:16])=[CH:8][CH:7]=1.[B:22](OC(C)C)([O:27]C(C)C)[O:23]C(C)C.[Li]CCCC. (3) Given the product [ClH:43].[C:25]([C:24]1[CH:27]=[CH:28][C:21]([C:14]2[C:15]3[C:20](=[CH:19][CH:18]=[CH:17][CH:16]=3)[C:11]([N:8]3[CH2:7][CH2:6][CH:5]([N:4]([CH3:3])[C:41](=[O:42])[C:40]4[CH:44]=[CH:45][C:37]([F:36])=[CH:38][C:39]=4[C:46]([F:49])([F:48])[F:47])[CH2:10][CH2:9]3)=[N:12][N:13]=2)=[CH:22][CH:23]=1)#[N:26], predict the reactants needed to synthesize it. The reactants are: Cl.Cl.[CH3:3][NH:4][CH:5]1[CH2:10][CH2:9][N:8]([C:11]2[C:20]3[C:15](=[CH:16][CH:17]=[CH:18][CH:19]=3)[C:14]([C:21]3[CH:28]=[CH:27][C:24]([C:25]#[N:26])=[CH:23][CH:22]=3)=[N:13][N:12]=2)[CH2:7][CH2:6]1.C(N(CC)CC)C.[F:36][C:37]1[CH:45]=[CH:44][C:40]([C:41]([Cl:43])=[O:42])=[C:39]([C:46]([F:49])([F:48])[F:47])[CH:38]=1. (4) Given the product [Br:31][CH2:21][C:22]1[CH:27]=[CH:26][C:25]([CH2:28][C:29]#[N:30])=[CH:24][CH:23]=1, predict the reactants needed to synthesize it. The reactants are: [N+](C1C=CC=C2C(NC(=O)C=12)=O)([O-])=O.C(=O)([O-])[O-].[K+].[K+].[CH3:21][C:22]1[CH:27]=[CH:26][C:25]([CH2:28][C:29]#[N:30])=[CH:24][CH:23]=1.[Br:31]N1C(=O)CCC1=O.N(C(C)(C)C#N)=NC(C)(C)C#N. (5) Given the product [Cl:1][C:2]1[CH:28]=[CH:27][C:5]([CH2:6][C:7]([C:10]2[CH:15]=[CH:14][C:13]([C:16]3[CH:21]=[CH:20][C:19]([O:22][C:23]([F:24])([F:25])[F:26])=[CH:18][CH:17]=3)=[CH:12][N:11]=2)([OH:8])[CH2:9][N:30]2[CH:34]=[N:33][N:32]=[N:31]2)=[C:4]([F:29])[CH:3]=1, predict the reactants needed to synthesize it. The reactants are: [Cl:1][C:2]1[CH:28]=[CH:27][C:5]([CH2:6][C:7]2([C:10]3[CH:15]=[CH:14][C:13]([C:16]4[CH:21]=[CH:20][C:19]([O:22][C:23]([F:26])([F:25])[F:24])=[CH:18][CH:17]=4)=[CH:12][N:11]=3)[CH2:9][O:8]2)=[C:4]([F:29])[CH:3]=1.[NH:30]1[CH:34]=[N:33][N:32]=[N:31]1.C([O-])([O-])=O.[K+].[K+].O.